Dataset: Forward reaction prediction with 1.9M reactions from USPTO patents (1976-2016). Task: Predict the product of the given reaction. (1) Given the reactants [F:1][C:2]1[CH:7]=[CH:6][C:5]([C:8]2[C:9]([CH:32]([CH3:34])[CH3:33])=[N:10][C:11]([N:16]3[CH2:21][CH2:20][N:19]([CH2:22][C:23]4[CH:28]=[CH:27][C:26]([O:29][CH3:30])=[CH:25][CH:24]=4)[C@H:18]([CH3:31])[CH2:17]3)=C([CH:15]=2)C#N)=[CH:4][CH:3]=1.[OH-:35].[Na+].Cl.[CH2:38]([OH:40])[CH3:39], predict the reaction product. The product is: [F:1][C:2]1[CH:7]=[CH:6][C:5]([C:8]2[C:9]([CH:32]([CH3:34])[CH3:33])=[N:10][C:11]([N:16]3[CH2:21][CH2:20][N:19]([CH2:22][C:23]4[CH:28]=[CH:27][C:26]([O:29][CH3:30])=[CH:25][CH:24]=4)[C@H:18]([CH3:31])[CH2:17]3)=[C:39]([CH:15]=2)[C:38]([OH:35])=[O:40])=[CH:4][CH:3]=1. (2) Given the reactants [CH2:1]([N:3]1[C:7]([C:8]([OH:10])=O)=[CH:6][CH:5]=[N:4]1)[CH3:2].S(Cl)(Cl)=O.[NH2:15][C:16]1[CH:17]=[C:18]([CH:31]=[CH:32][CH:33]=1)[C:19]([C:21]1[CH:29]=[C:28]2[C:24]([CH2:25][C:26](=[O:30])[NH:27]2)=[CH:23][CH:22]=1)=[O:20], predict the reaction product. The product is: [O:30]=[C:26]1[CH2:25][C:24]2[C:28](=[CH:29][C:21]([C:19]([C:18]3[CH:17]=[C:16]([NH:15][C:8]([C:7]4[N:3]([CH2:1][CH3:2])[N:4]=[CH:5][CH:6]=4)=[O:10])[CH:33]=[CH:32][CH:31]=3)=[O:20])=[CH:22][CH:23]=2)[NH:27]1. (3) Given the reactants [CH3:1][C:2]1([CH2:6][OH:7])[CH2:5][O:4][CH2:3]1.[CH3:8][C:9]1[CH:14]=[CH:13][C:12]([S:15](Cl)(=[O:17])=[O:16])=[CH:11][CH:10]=1, predict the reaction product. The product is: [CH3:1][C:2]1([CH2:6][O:7][S:15]([C:12]2[CH:13]=[CH:14][C:9]([CH3:8])=[CH:10][CH:11]=2)(=[O:17])=[O:16])[CH2:5][O:4][CH2:3]1. (4) Given the reactants Cl[C:2]1[C:11]2[C:6](=[CH:7][C:8]([O:14][CH2:15][CH2:16][CH2:17][Cl:18](=O)=O)=[C:9]([O:12][CH3:13])[CH:10]=2)[N:5]=[CH:4][N:3]=1.[NH2:21][C:22]1[CH:26]=[CH:25][N:24]([CH2:27][C:28]([NH:30][C:31]2[CH:36]=[CH:35][CH:34]=[C:33]([F:37])[C:32]=2[F:38])=[O:29])[N:23]=1, predict the reaction product. The product is: [Cl:18][CH2:17][CH2:16][CH2:15][O:14][C:8]1[CH:7]=[C:6]2[C:11]([C:2]([NH:21][C:22]3[CH:26]=[CH:25][N:24]([CH2:27][C:28]([NH:30][C:31]4[CH:36]=[CH:35][CH:34]=[C:33]([F:37])[C:32]=4[F:38])=[O:29])[N:23]=3)=[N:3][CH:4]=[N:5]2)=[CH:10][C:9]=1[O:12][CH3:13]. (5) Given the reactants [CH3:1][N:2]([CH2:10][C:11]1[S:12][C:13]([S:22]([C:25]2[CH:30]=[CH:29][CH:28]=[CH:27][CH:26]=2)(=[O:24])=[O:23])=[C:14]([C:16]2[CH:21]=[CH:20][CH:19]=[CH:18][CH:17]=2)[N:15]=1)C(=O)OC(C)(C)C.C(OCC)(=O)C.[ClH:37], predict the reaction product. The product is: [ClH:37].[CH3:1][NH:2][CH2:10][C:11]1[S:12][C:13]([S:22]([C:25]2[CH:30]=[CH:29][CH:28]=[CH:27][CH:26]=2)(=[O:24])=[O:23])=[C:14]([C:16]2[CH:17]=[CH:18][CH:19]=[CH:20][CH:21]=2)[N:15]=1. (6) Given the reactants Cl[C:2]1[N:3]=[C:4]([N:11]2[CH2:16][CH2:15][O:14][CH2:13][CH2:12]2)[C:5]2[S:10][CH:9]=[CH:8][C:6]=2[N:7]=1.[NH:17]1[C:25]2[C:20](=[CH:21][C:22](B(O)O)=[CH:23][CH:24]=2)[CH:19]=[CH:18]1, predict the reaction product. The product is: [NH:17]1[C:25]2[C:20](=[CH:21][C:22]([C:2]3[N:3]=[C:4]([N:11]4[CH2:16][CH2:15][O:14][CH2:13][CH2:12]4)[C:5]4[S:10][CH:9]=[CH:8][C:6]=4[N:7]=3)=[CH:23][CH:24]=2)[CH:19]=[CH:18]1.